From a dataset of CYP3A4 inhibition data for predicting drug metabolism from PubChem BioAssay. Regression/Classification. Given a drug SMILES string, predict its absorption, distribution, metabolism, or excretion properties. Task type varies by dataset: regression for continuous measurements (e.g., permeability, clearance, half-life) or binary classification for categorical outcomes (e.g., BBB penetration, CYP inhibition). Dataset: cyp3a4_veith. (1) The compound is Cc1cccc(-n2c(=O)c3c(n4cnnc24)-c2ccccc2CC32CCCCC2)c1. The result is 0 (non-inhibitor). (2) The drug is Cc1nn(C)c(Cl)c1NC(=O)OCc1ccc(Cl)cc1Cl. The result is 1 (inhibitor). (3) The molecule is CC(=O)N(CC(=O)O)c1ccccc1C(=O)O. The result is 0 (non-inhibitor). (4) The drug is O=C(O)C12CC3(C(=O)O)CC(C(=O)O)(CC(C(=O)O)(C1)C3=O)C2=O. The result is 0 (non-inhibitor). (5) The compound is Nc1nc2c(ncn2[C@H]2CC[C@@H](CO)O2)c(=O)n1C(=O)c1ccccc1. The result is 0 (non-inhibitor).